Dataset: Full USPTO retrosynthesis dataset with 1.9M reactions from patents (1976-2016). Task: Predict the reactants needed to synthesize the given product. Given the product [Br:1][C:2]1[C:7]([F:8])=[CH:6][C:5]([N:9]2[CH:22]=[C:17]([O:18][CH3:19])[C:16](=[O:20])[C:11]([C:12]([O:14][CH3:15])=[O:13])=[N:10]2)=[C:4]([F:21])[CH:3]=1, predict the reactants needed to synthesize it. The reactants are: [Br:1][C:2]1[C:7]([F:8])=[CH:6][C:5]([NH:9][N:10]=[C:11]([C:16](=[O:20])[CH2:17][O:18][CH3:19])[C:12]([O:14][CH3:15])=[O:13])=[C:4]([F:21])[CH:3]=1.[CH3:22]COC(C)=O.CO.